From a dataset of Catalyst prediction with 721,799 reactions and 888 catalyst types from USPTO. Predict which catalyst facilitates the given reaction. Reactant: [F:1][C:2]1[CH:11]=[CH:10][CH:9]=[C:8]2[C:3]=1[C:4](=[O:27])[C:5]([C:22]([O:24]CC)=[O:23])=[CH:6][N:7]2[CH2:12][C:13]1[CH:14]=[C:15]2[C:19](=[CH:20][CH:21]=1)[NH:18][N:17]=[CH:16]2.[CH3:28]I.[H-].[Na+]. Product: [F:1][C:2]1[CH:11]=[CH:10][CH:9]=[C:8]2[C:3]=1[C:4](=[O:27])[C:5]([C:22]([OH:24])=[O:23])=[CH:6][N:7]2[CH2:12][C:13]1[CH:14]=[C:15]2[C:19](=[CH:20][CH:21]=1)[N:18]([CH3:28])[N:17]=[CH:16]2. The catalyst class is: 9.